From a dataset of Full USPTO retrosynthesis dataset with 1.9M reactions from patents (1976-2016). Predict the reactants needed to synthesize the given product. (1) Given the product [Cl:19][C:14]1[C:6]2=[CH:7][C:8]3[C:13]([N:5]2[N:4]=[C:3]([S:2][CH3:1])[N:15]=1)=[CH:12][CH:11]=[CH:10][CH:9]=3, predict the reactants needed to synthesize it. The reactants are: [CH3:1][S:2][C:3]1[NH:15][C:14](=O)[C:6]2=[CH:7][C:8]3[C:13]([N:5]2[N:4]=1)=[CH:12][CH:11]=[CH:10][CH:9]=3.P(Cl)(Cl)([Cl:19])=O.C(N(CC)C1C=CC=CC=1)C. (2) Given the product [CH3:1][C:2]([CH3:16])([CH3:15])[CH2:3][O:4][S:5]([C:8]1[CH:13]=[CH:12][C:11]([B:17]2[O:21][C:20]([CH3:23])([CH3:22])[C:19]([CH3:25])([CH3:24])[O:18]2)=[CH:10][CH:9]=1)(=[O:7])=[O:6], predict the reactants needed to synthesize it. The reactants are: [CH3:1][C:2]([CH3:16])([CH3:15])[CH2:3][O:4][S:5]([C:8]1[CH:13]=[CH:12][C:11](Br)=[CH:10][CH:9]=1)(=[O:7])=[O:6].[B:17]1([B:17]2[O:21][C:20]([CH3:23])([CH3:22])[C:19]([CH3:25])([CH3:24])[O:18]2)[O:21][C:20]([CH3:23])([CH3:22])[C:19]([CH3:25])([CH3:24])[O:18]1.C([O-])(=O)C.[K+]. (3) Given the product [CH3:1][O:2][C:3]1[CH:4]=[C:5]([C:11]2[C:13]3[CH:18]=[C:17]([OH:19])[C:16]([O:20][CH3:21])=[CH:15][C:14]=3[CH:22]([CH2:26][CH3:27])[C:23]([CH3:24])=[N:29][N:28]=2)[CH:6]=[CH:7][C:8]=1[O:9][CH3:10], predict the reactants needed to synthesize it. The reactants are: [CH3:1][O:2][C:3]1[CH:4]=[C:5]([C:11]([C:13]2[CH:18]=[C:17]([OH:19])[C:16]([O:20][CH3:21])=[CH:15][C:14]=2[CH:22]([CH2:26][CH3:27])[C:23](=O)[CH3:24])=O)[CH:6]=[CH:7][C:8]=1[O:9][CH3:10].[NH2:28][NH2:29]. (4) Given the product [ClH:20].[F:4][C:2]([C:5]1[CH:6]=[C:7]([C:21]2[CH:22]=[C:23]([CH2:27][N:28]3[CH:32]=[CH:31][N:30]=[C:29]3[CH3:33])[N:24]=[N:25][CH:26]=2)[CH:8]=[CH:9][CH:10]=1)([F:1])[CH3:3], predict the reactants needed to synthesize it. The reactants are: [F:1][C:2]([C:5]1[CH:6]=[C:7](B2OC(C)(C)C(C)(C)O2)[CH:8]=[CH:9][CH:10]=1)([F:4])[CH3:3].[Cl:20][C:21]1[CH:22]=[C:23]([CH2:27][N:28]2[CH:32]=[CH:31][N:30]=[C:29]2[CH3:33])[N:24]=[N:25][CH:26]=1.